Dataset: Drug-target binding data from BindingDB using Ki measurements. Task: Regression. Given a target protein amino acid sequence and a drug SMILES string, predict the binding affinity score between them. We predict pKi (pKi = -log10(Ki in M); higher means stronger inhibition). Dataset: bindingdb_ki. (1) The drug is NC(=[NH2+])c1cc2c(I)cccc2s1. The target protein (P00749) has sequence MRALLARLLLCVLVVSDSKGSNELHQVPSNCDCLNGGTCVSNKYFSNIHWCNCPKKFGGQHCEIDKSKTCYEGNGHFYRGKASTDTMGRPCLPWNSATVLQQTYHAHRSDALQLGLGKHNYCRNPDNRRRPWCYVQVGLKPLVQECMVHDCADGKKPSSPPEELKFQCGQKTLRPRFKIIGGEFTTIENQPWFAAIYRRHRGGSVTYVCGGSLISPCWVISATHCFIDYPKKEDYIVYLGRSRLNSNTQGEMKFEVENLILHKDYSADTLAHHNDIALLKIRSKEGRCAQPSRTIQTICLPSMYNDPQFGTSCEITGFGKENSTDYLYPEQLKMTVVKLISHRECQQPHYYGSEVTTKMLCAADPQWKTDSCQGDSGGPLVCSLQGRMTLTGIVSWGRGCALKDKPGVYTRVSHFLPWIRSHTKEENGLAL. The pKi is 6.7. (2) The compound is C[C@H](OC(C)(C)C)[C@H](NC(=O)OCc1ccccc1)C(=O)N[C@@H](CC1CCCCC1)C(=O)N[C@H](C=O)C[C@@H]1CCNC1=O. The target protein (P03313) has sequence MGAQVSTQKTGAHETRLNASGNSIIHYTNINYYKDAASNSANRQDFTQDPGKFTEPVKDIMIKSLPALNSPTVEECGYSDRARSITLGNSTITTQECANVVVGYGVWPDYLKDSEATAEDQPTQPDVATCRFYTLDSVQWQKTSPGWWWKLPDALSNLGLFGQNMQYHYLGRTGYTVHVQCNASKFHQGCLLVVCVPEAEMGCATLDNTPSSAELLGGDTAKEFADKPVASGSNKLVQRVVYNAGMGVGVGNLTIFPHQWINLRTNNSATIVMPYTNSVPMDNMFRHNNVTLMVIPFVPLDYCPGSTTYVPITVTIAPMCAEYNGLRLAGHQGLPTMNTPGSCQFLTSDDFQSPSAMPQYDVTPEMRIPGEVKNLMEIAEVDSVVPVQNVGEKVNSMEAYQIPVRSNEGSGTQVFGFPLQPGYSSVFSRTLLGEILNYYTHWSGSIKLTFMFCGSAMATGKFLLAYSPPGAGAPTKRVDAMLGTHVIWDVGLQSSCVLCI.... The pKi is 5.6. (3) The small molecule is COc1cccc2c1CC[C@H]1CN(CCn3c(=O)[nH]c4c(sc5cccnc54)c3=O)C[C@@H]21. The target protein (P30940) has sequence MDFLNSSDQNLTSEELLNRMPSKILVSLTLSGLALMTTTINCLVITAIIVTRKLHHPANYLICSLAVTDFLVAVLVMPFSIVYIVRESWIMGQGLCDLWLSVDIICCTCSILHLSAIALDRYRAITDAVEYARKRTPRHAGITITTVWVISVFISVPPLFWRHQGNSRDDQCIIKHDHIVSTIYSTFGAFYIPLVLILILYYKIYRAARTLYHKRQASRMIKEELNGQVLLESGEKSIKLVSTSYMLEKSLSDPSTDFDRIHSTVKSPRSELKHEKSWRRQKISGTRERKAATTLGLILGAFVICWLPFFVKELVVNICEKCKISEEMSNFLAWLGYLNSLINPLIYTIFNEDFKKAFQKLVRCRN. The pKi is 5.5.